This data is from Catalyst prediction with 721,799 reactions and 888 catalyst types from USPTO. The task is: Predict which catalyst facilitates the given reaction. Reactant: [CH3:1][O:2][C:3]1[CH:4]=[C:5]([CH:10]=[CH:11][CH:12]=1)[CH2:6][N:7]=[C:8]=[S:9].[CH3:13][O:14][C:15]1[CH:16]=[C:17]([CH:20]=[CH:21][CH:22]=1)[CH2:18][NH2:19].COC1C=C(C=CC=1)CNC(N)=S. Product: [CH3:1][O:2][C:3]1[CH:4]=[C:5]([CH:10]=[CH:11][CH:12]=1)[CH2:6][NH:7][C:8]([NH:19][CH2:18][C:17]1[CH:20]=[CH:21][CH:22]=[C:15]([O:14][CH3:13])[CH:16]=1)=[S:9]. The catalyst class is: 8.